Dataset: Full USPTO retrosynthesis dataset with 1.9M reactions from patents (1976-2016). Task: Predict the reactants needed to synthesize the given product. (1) Given the product [C:1]([O:5][CH:6]([C:11]1[C:16]([CH3:17])=[CH:15][CH:14]=[C:13]([CH:18]([CH3:20])[CH3:19])[C:12]=1[C:21]1[CH:22]=[CH:23][C:24]2[O:29][CH2:28][CH2:27][CH2:26][C:25]=2[CH:30]=1)[C:7]([OH:9])=[O:8])([CH3:3])([CH3:4])[CH3:2], predict the reactants needed to synthesize it. The reactants are: [C:1]([O:5][CH:6]([C:11]1[C:16]([CH3:17])=[CH:15][CH:14]=[C:13]([CH:18]([CH3:20])[CH3:19])[C:12]=1[C:21]1[CH:22]=[CH:23][C:24]2[O:29][CH2:28][CH2:27][CH2:26][C:25]=2[CH:30]=1)[C:7]([O:9]C)=[O:8])([CH3:4])([CH3:3])[CH3:2].C(OC(C1C(C)=CC=C(C2CC2)C=1C1C=CC2OCCCC=2C=1)C(OC)=O)(C)(C)C. (2) Given the product [Cl:15][C:16]1[CH:17]=[C:18]([C:38]#[N:39])[C:19]([C:22]2[CH:27]=[C:26]([C:2]3[N:6]4[CH:7]=[CH:8][C:9]([C:11]([F:14])([F:13])[F:12])=[N:10][C:5]4=[N:4][CH:3]=3)[CH:25]=[CH:24][C:23]=2[F:37])=[CH:20][CH:21]=1, predict the reactants needed to synthesize it. The reactants are: Br[C:2]1[N:6]2[CH:7]=[CH:8][C:9]([C:11]([F:14])([F:13])[F:12])=[N:10][C:5]2=[N:4][CH:3]=1.[Cl:15][C:16]1[CH:17]=[C:18]([C:38]#[N:39])[C:19]([C:22]2[CH:27]=[C:26](B3OC(C)(C)C(C)(C)O3)[CH:25]=[CH:24][C:23]=2[F:37])=[CH:20][CH:21]=1. (3) Given the product [CH3:1][C:2]1[CH:7]=[CH:6][C:5]([CH3:8])=[CH:4][C:3]=1[C:15]1[CH:14]=[C:13]([CH3:12])[CH:18]=[CH:17][N:16]=1, predict the reactants needed to synthesize it. The reactants are: [CH3:1][C:2]1[CH:7]=[CH:6][C:5]([CH3:8])=[CH:4][C:3]=1B(O)O.[CH3:12][C:13]1[CH:18]=[CH:17][N:16]=[C:15](Br)[CH:14]=1.[O-]P([O-])([O-])=O.[K+].[K+].[K+].O. (4) Given the product [NH2:17][C:16]1[CH:15]=[CH:14][C:13]([C:20]2[C:21]([N:40]([CH3:45])[S:41]([CH3:44])(=[O:42])=[O:43])=[CH:22][C:23]3[O:27][C:26]([C:28]4[CH:33]=[CH:32][C:31]([F:34])=[CH:30][CH:29]=4)=[C:25]([C:35]([NH:37][CH3:38])=[O:36])[C:24]=3[CH:39]=2)=[CH:12][C:11]=1[C:9]1[O:10][C:6]2[CH:5]=[CH:4][CH:3]=[C:2]([F:1])[C:7]=2[N:8]=1, predict the reactants needed to synthesize it. The reactants are: [F:1][C:2]1[C:7]2[N:8]=[C:9]([C:11]3[CH:12]=[C:13]([C:20]4[C:21]([N:40]([CH3:45])[S:41]([CH3:44])(=[O:43])=[O:42])=[CH:22][C:23]5[O:27][C:26]([C:28]6[CH:33]=[CH:32][C:31]([F:34])=[CH:30][CH:29]=6)=[C:25]([C:35]([NH:37][CH3:38])=[O:36])[C:24]=5[CH:39]=4)[CH:14]=[CH:15][C:16]=3[N+:17]([O-])=O)[O:10][C:6]=2[CH:5]=[CH:4][CH:3]=1.[NH4+].[Cl-]. (5) Given the product [O:23]=[C:14]1[N:13]([C:10]2[S:11][CH:12]=[C:8]([C:5]3[CH:6]=[CH:7][C:2]([C:25]#[N:26])=[CH:3][CH:4]=3)[N:9]=2)[CH:17]([CH2:18][C:19]([F:22])([F:21])[F:20])[CH2:16][O:15]1, predict the reactants needed to synthesize it. The reactants are: Br[C:2]1[CH:7]=[CH:6][C:5]([C:8]2[N:9]=[C:10]([N:13]3[CH:17]([CH2:18][C:19]([F:22])([F:21])[F:20])[CH2:16][O:15][C:14]3=[O:23])[S:11][CH:12]=2)=[CH:4][CH:3]=1.O.[CH3:25][N:26](C=O)C. (6) The reactants are: [OH:1][C:2]1[CH:3]=[CH:4][C:5]([N+:11]([O-:13])=[O:12])=[C:6]([CH:10]=1)[C:7]([OH:9])=[O:8].S(Cl)(Cl)=O.[CH3:18]O. Given the product [OH:1][C:2]1[CH:3]=[CH:4][C:5]([N+:11]([O-:13])=[O:12])=[C:6]([CH:10]=1)[C:7]([O:9][CH3:18])=[O:8], predict the reactants needed to synthesize it. (7) Given the product [C:22]([C:25]1[CH:26]=[C:27]([C:2]2[C:14]3[C:13]4[CH2:12][CH2:11][N:10]([C:15]([O:17][C:18]([CH3:21])([CH3:20])[CH3:19])=[O:16])[CH2:9][C:8]=4[CH:7]=[N:6][C:5]=3[NH:4][N:3]=2)[CH:28]=[CH:29][CH:30]=1)(=[O:24])[NH2:23], predict the reactants needed to synthesize it. The reactants are: Br[C:2]1[C:14]2[C:13]3[CH2:12][CH2:11][N:10]([C:15]([O:17][C:18]([CH3:21])([CH3:20])[CH3:19])=[O:16])[CH2:9][C:8]=3[CH:7]=[N:6][C:5]=2[NH:4][N:3]=1.[C:22]([C:25]1[CH:30]=[CH:29][C:28](B(O)O)=[CH:27][CH:26]=1)(=[O:24])[NH2:23]. (8) Given the product [C:1]([O:5][C:6](=[O:35])[N:7]([C@@H:10]1[CH2:15][CH2:14][CH2:13][C@@H:12]([SH:16])[C@@H:11]1[O:27][Si:28]([C:31]([CH3:34])([CH3:33])[CH3:32])([CH3:29])[CH3:30])[CH2:8][CH3:9])([CH3:3])([CH3:2])[CH3:4], predict the reactants needed to synthesize it. The reactants are: [C:1]([O:5][C:6](=[O:35])[N:7]([C@@H:10]1[CH2:15][CH2:14][CH2:13][C@@H:12]([S:16]CC2C(C)=CC(C)=CC=2C)[C@@H:11]1[O:27][Si:28]([C:31]([CH3:34])([CH3:33])[CH3:32])([CH3:30])[CH3:29])[CH2:8][CH3:9])([CH3:4])([CH3:3])[CH3:2].N.[Na].[Cl-].[NH4+]. (9) Given the product [CH3:13][O:12][C@@H:4]1[CH2:3][C@@H:2]([O:1][S:15]([CH3:14])(=[O:17])=[O:16])[CH2:7][CH2:6][C@H:5]1[C:8]([O:10][CH3:11])=[O:9], predict the reactants needed to synthesize it. The reactants are: [OH:1][C@H:2]1[CH2:7][CH2:6][C@@H:5]([C:8]([O:10][CH3:11])=[O:9])[C@H:4]([O:12][CH3:13])[CH2:3]1.[CH3:14][S:15](Cl)(=[O:17])=[O:16]. (10) Given the product [CH3:39][O:38][S:35]([O-:40])(=[O:37])=[O:36].[CH2:6]([O:5][C:3](=[O:4])[CH2:2][CH2:8][CH2:9][CH2:10][CH2:11][N+:51]([CH3:50])([CH2:60][CH2:61][CH2:62][CH2:63][CH2:64][CH2:65][CH2:66][CH3:67])[CH2:52][CH2:53][CH2:54][CH2:55][CH2:56][CH2:57][CH2:58][CH3:59])[CH3:7], predict the reactants needed to synthesize it. The reactants are: Br[CH:2]([CH2:8][CH2:9][CH2:10][CH3:11])[C:3]([O:5][CH2:6][CH3:7])=[O:4].C(NCCCCCCCC)CCCCCCC.C(=O)([O-])[O-].[K+].[K+].[S:35]([O:40]C)([O:38][CH3:39])(=[O:37])=[O:36].C(OC(=O)CCCC[CH2:50][N:51]([CH2:60][CH2:61][CH2:62][CH2:63][CH2:64][CH2:65][CH2:66][CH3:67])[CH2:52][CH2:53][CH2:54][CH2:55][CH2:56][CH2:57][CH2:58][CH3:59])C.